Task: Predict which catalyst facilitates the given reaction.. Dataset: Catalyst prediction with 721,799 reactions and 888 catalyst types from USPTO (1) Reactant: [NH2:1][CH2:2][C:3]1[CH:8]=[CH:7][C:6]([C:9]2[CH:14]=[CH:13][C:12]([C:15]([O:17][C:18]([CH3:21])([CH3:20])[CH3:19])=[O:16])=[CH:11][CH:10]=2)=[CH:5][CH:4]=1.[F:22][C:23]([F:33])([F:32])[C:24]1[CH:31]=[CH:30][C:27]([CH:28]=O)=[CH:26][CH:25]=1.C(O[BH-](OC(=O)C)OC(=O)C)(=O)C.[Na+].O. Product: [F:22][C:23]([F:32])([F:33])[C:24]1[CH:31]=[CH:30][C:27]([CH2:28][NH:1][CH2:2][C:3]2[CH:8]=[CH:7][C:6]([C:9]3[CH:14]=[CH:13][C:12]([C:15]([O:17][C:18]([CH3:21])([CH3:20])[CH3:19])=[O:16])=[CH:11][CH:10]=3)=[CH:5][CH:4]=2)=[CH:26][CH:25]=1. The catalyst class is: 26. (2) Reactant: [OH:1][CH:2]1[CH:7]([OH:8])[CH:6]([OH:9])[CH2:5][C:4](=O)[CH2:3]1.C(N(C(C)C)CC)(C)C.C(OC(=O)C)(=O)C. The catalyst class is: 172. Product: [OH:9][C:6]1[CH2:5][CH2:4][CH2:3][C:2](=[O:1])[C:7]=1[OH:8]. (3) Reactant: [F:1][C:2]([C:5]1[CH:10]=[CH:9][CH:8]=[CH:7][N:6]=1)([F:4])[F:3].ClC1C=CC=C(C(OO)=[O:19])C=1.[OH-].[Na+]. Product: [F:1][C:2]([F:4])([F:3])[C:5]1[CH:10]=[CH:9][CH:8]=[CH:7][N+:6]=1[O-:19]. The catalyst class is: 4. (4) Product: [CH:1]([C:3]1[C:11]2[C:6](=[CH:7][C:8]([C:12]([O:14][CH2:15][CH3:16])=[O:13])=[CH:9][CH:10]=2)[N:5]([CH2:27][C:28]2[CH:33]=[CH:32][CH:31]=[CH:30][N:29]=2)[C:4]=1[CH:17]([CH3:18])[CH3:19])=[O:2]. Reactant: [CH:1]([C:3]1[C:11]2[C:6](=[CH:7][C:8]([C:12]([O:14][CH2:15][CH3:16])=[O:13])=[CH:9][CH:10]=2)[NH:5][C:4]=1[CH:17]([CH3:19])[CH3:18])=[O:2].C([O-])([O-])=O.[K+].[K+].Br[CH2:27][C:28]1[CH:33]=[CH:32][CH:31]=[CH:30][N:29]=1. The catalyst class is: 31. (5) Product: [CH3:1][N:2]([CH2:4][C:5]1[C:13]2[O:12][N:11]=[C:10]([CH2:14][CH2:15][CH:16]3[CH2:17][CH2:18][N:19]([CH2:31][CH:32]4[CH2:33][CH2:34][CH2:35][O:36]4)[CH2:20][CH2:21]3)[C:9]=2[CH:8]=[CH:7][C:6]=1[CH2:22][O:23][C:24]1[CH:29]=[CH:28][C:27]([F:30])=[CH:26][CH:25]=1)[CH3:3]. The catalyst class is: 10. Reactant: [CH3:1][N:2]([CH2:4][C:5]1[C:13]2[O:12][N:11]=[C:10]([CH2:14][CH2:15][CH:16]3[CH2:21][CH2:20][NH:19][CH2:18][CH2:17]3)[C:9]=2[CH:8]=[CH:7][C:6]=1[CH2:22][O:23][C:24]1[CH:29]=[CH:28][C:27]([F:30])=[CH:26][CH:25]=1)[CH3:3].[CH2:31](Br)[CH:32]1[O:36][CH2:35][CH2:34][CH2:33]1.C(N(CC)C(C)C)(C)C.[I-].[Na+].C(=O)(O)[O-].[Na+].